This data is from Catalyst prediction with 721,799 reactions and 888 catalyst types from USPTO. The task is: Predict which catalyst facilitates the given reaction. (1) Reactant: [C:1]1([C:7]2[CH:11]=[C:10]([NH2:12])[NH:9][N:8]=2)[CH:6]=[CH:5][CH:4]=[CH:3][CH:2]=1.[C:13]1(=O)[O:18][C:16](=[O:17])[C:15]2=[CH:19][CH:20]=[CH:21][CH:22]=[C:14]12. Product: [C:1]1([C:7]2[CH:11]=[C:10]([N:12]3[C:16](=[O:17])[C:15]4[C:14](=[CH:22][CH:21]=[CH:20][CH:19]=4)[C:13]3=[O:18])[NH:9][N:8]=2)[CH:2]=[CH:3][CH:4]=[CH:5][CH:6]=1. The catalyst class is: 86. (2) Reactant: FC(F)(F)C(O)=O.[CH:8]([N:11]1[C:15]([C:16]2[N:25]=[C:24]3[N:18]([CH2:19][CH2:20][O:21][C:22]4[CH:29]=[CH:28][C:27]([CH2:30][C:31]([OH:33])=O)=[CH:26][C:23]=43)[CH:17]=2)=[N:14][CH:13]=[N:12]1)([CH3:10])[CH3:9].CN(C(ON1N=NC2C=CC=NC1=2)=[N+](C)C)C.F[P-](F)(F)(F)(F)F.CCN(CC)CC.[C:65]1([NH2:71])[CH:70]=[CH:69][CH:68]=[CH:67][CH:66]=1. Product: [CH:8]([N:11]1[C:15]([C:16]2[N:25]=[C:24]3[C:23]4[CH:26]=[C:27]([CH2:30][C:31]([NH:71][C:65]5[CH:70]=[CH:69][CH:68]=[CH:67][CH:66]=5)=[O:33])[CH:28]=[CH:29][C:22]=4[O:21][CH2:20][CH2:19][N:18]3[CH:17]=2)=[N:14][CH:13]=[N:12]1)([CH3:10])[CH3:9]. The catalyst class is: 3. (3) Reactant: [S:1]1[C:5]2[CH:6]=[CH:7][CH:8]=[CH:9][C:4]=2[N:3]=[C:2]1[N:10]1[C:14](=[O:15])[CH:13]=[C:12]([C:16]2[CH:21]=[CH:20][CH:19]=[C:18]([C:22]([F:25])([F:24])[F:23])[CH:17]=2)[NH:11]1.CO[CH:28](OC)[N:29]([CH3:31])[CH3:30].C(OCC)C. Product: [S:1]1[C:5]2[CH:6]=[CH:7][CH:8]=[CH:9][C:4]=2[N:3]=[C:2]1[N:10]1[C:14](=[O:15])[C:13](=[CH:28][N:29]([CH3:31])[CH3:30])[C:12]([C:16]2[CH:21]=[CH:20][CH:19]=[C:18]([C:22]([F:23])([F:24])[F:25])[CH:17]=2)=[N:11]1. The catalyst class is: 1. (4) Reactant: O=[C:2]1[CH2:7][CH2:6][N:5]([C:8]([O:10][C:11]([CH3:14])([CH3:13])[CH3:12])=[O:9])[CH2:4][CH2:3]1.Br.[Br:16][C:17]1[CH:18]=[C:19]([CH:22]=[CH:23][CH:24]=1)[CH2:20][NH2:21].C(O)(=O)C.[BH3-]C#N.[Na+]. Product: [Br:16][C:17]1[CH:18]=[C:19]([CH2:20][NH:21][CH:2]2[CH2:7][CH2:6][N:5]([C:8]([O:10][C:11]([CH3:14])([CH3:13])[CH3:12])=[O:9])[CH2:4][CH2:3]2)[CH:22]=[CH:23][CH:24]=1. The catalyst class is: 24. (5) Reactant: [CH2:1]([O:8][C:9]1[CH:18]=[C:17]2[C:12]([C@H:13]([NH:29][C:30]([C:32]3([C:35]4[CH:45]=[CH:44][C:38]5[O:39][C:40]([F:43])([F:42])[O:41][C:37]=5[CH:36]=4)[CH2:34][CH2:33]3)=[O:31])[CH2:14][C@H:15]([C:19]3[CH:20]=[C:21]([CH:26]=[CH:27][CH:28]=3)[C:22]([O:24]C)=[O:23])[O:16]2)=[CH:11][CH:10]=1)[C:2]1[CH:7]=[CH:6][CH:5]=[CH:4][CH:3]=1.[OH-].[Li+]. Product: [CH2:1]([O:8][C:9]1[CH:18]=[C:17]2[C:12]([C@H:13]([NH:29][C:30]([C:32]3([C:35]4[CH:45]=[CH:44][C:38]5[O:39][C:40]([F:43])([F:42])[O:41][C:37]=5[CH:36]=4)[CH2:34][CH2:33]3)=[O:31])[CH2:14][C@H:15]([C:19]3[CH:20]=[C:21]([CH:26]=[CH:27][CH:28]=3)[C:22]([OH:24])=[O:23])[O:16]2)=[CH:11][CH:10]=1)[C:2]1[CH:7]=[CH:6][CH:5]=[CH:4][CH:3]=1. The catalyst class is: 24. (6) Reactant: [CH3:1][C:2]1[N:7]=[C:6]([CH:8]=O)[CH:5]=[CH:4][CH:3]=1.[NH2:10][C:11]1[CH:16]=[CH:15][CH:14]=[CH:13][CH:12]=1.[C:17]1([O:23][P:24]([O-:32])[O:25][C:26]2[CH:31]=[CH:30][CH:29]=[CH:28][CH:27]=2)[CH:22]=[CH:21][CH:20]=[CH:19][CH:18]=1. Product: [C:26]1([O:25][P:24]([CH:8]([C:6]2[CH:5]=[CH:4][CH:3]=[C:2]([CH3:1])[N:7]=2)[NH:10][C:11]2[CH:16]=[CH:15][CH:14]=[CH:13][CH:12]=2)(=[O:32])[O:23][C:17]2[CH:18]=[CH:19][CH:20]=[CH:21][CH:22]=2)[CH:31]=[CH:30][CH:29]=[CH:28][CH:27]=1. The catalyst class is: 41. (7) Reactant: [C:1]([C:3]1[CH:4]=[C:5]([CH:39]=[CH:40][CH:41]=1)[CH2:6][N:7]([CH:18]1[CH2:23][CH2:22][N:21]([CH:24]([CH3:38])[CH2:25][CH2:26][NH:27][C:28]([C:30]2[C:31]([CH3:37])=[N:32][CH:33]=[N:34][C:35]=2[CH3:36])=[O:29])[CH2:20][CH2:19]1)[C:8]1[CH:13]=[CH:12][C:11]([O:14][C:15](=[O:17])C)=[CH:10][CH:9]=1)#[N:2].C([O-])([O-])=O.[K+].[K+].[CH3:48][N:49](C)[C:50](Cl)=O. Product: [C:1]([C:3]1[CH:4]=[C:5]([CH:39]=[CH:40][CH:41]=1)[CH2:6][N:7]([CH:18]1[CH2:23][CH2:22][N:21]([CH:24]([CH3:38])[CH2:25][CH2:26][NH:27][C:28]([C:30]2[C:35]([CH3:36])=[N:34][CH:33]=[N:32][C:31]=2[CH3:37])=[O:29])[CH2:20][CH2:19]1)[C:8]1[CH:13]=[CH:12][C:11]([O:14][C:15](=[O:17])[N:49]([CH3:50])[CH3:48])=[CH:10][CH:9]=1)#[N:2]. The catalyst class is: 3.